From a dataset of Reaction yield outcomes from USPTO patents with 853,638 reactions. Predict the reaction yield, written as a fraction of the theoretical maximum amount of product (1.0 means a 100% yield; for example, 0.34 means a 34% yield). The reactants are [CH3:1][C:2]1([CH3:27])[C:6]([CH3:8])([CH3:7])[O:5][B:4]([C:9]2[CH:14]=[CH:13][C:12]([NH:15][C:16]([C:18]3[O:19][C:20]4[CH:26]=[CH:25][CH:24]=[CH:23][C:21]=4[CH:22]=3)=[O:17])=[CH:11][CH:10]=2)[O:3]1.[H-].[Na+].I[CH3:31]. The catalyst is CN(C=O)C. The product is [CH3:31][N:15]([C:12]1[CH:13]=[CH:14][C:9]([B:4]2[O:3][C:2]([CH3:27])([CH3:1])[C:6]([CH3:7])([CH3:8])[O:5]2)=[CH:10][CH:11]=1)[C:16]([C:18]1[O:19][C:20]2[CH:26]=[CH:25][CH:24]=[CH:23][C:21]=2[CH:22]=1)=[O:17]. The yield is 0.410.